From a dataset of Forward reaction prediction with 1.9M reactions from USPTO patents (1976-2016). Predict the product of the given reaction. Given the reactants [Br:1][C:2]1[CH:3]=[CH:4][C:5]([S:8](Cl)(=[O:10])=[O:9])=[N:6][CH:7]=1.[NH2:12][CH2:13][CH2:14][NH:15][C:16](=[O:18])[CH3:17].CCN(CC)CC, predict the reaction product. The product is: [Br:1][C:2]1[CH:3]=[CH:4][C:5]([S:8]([NH:12][CH2:13][CH2:14][NH:15][C:16](=[O:18])[CH3:17])(=[O:10])=[O:9])=[N:6][CH:7]=1.